From a dataset of Forward reaction prediction with 1.9M reactions from USPTO patents (1976-2016). Predict the product of the given reaction. (1) Given the reactants O=[C:2]1[CH2:7][CH2:6][N:5]([C:8]([O:10][C:11]([CH3:14])([CH3:13])[CH3:12])=[O:9])[CH2:4][CH2:3]1.[CH:15]1([NH2:18])[CH2:17][CH2:16]1.[BH3-]C#N.[Na+].N, predict the reaction product. The product is: [CH:15]1([NH:18][CH:2]2[CH2:7][CH2:6][N:5]([C:8]([O:10][C:11]([CH3:14])([CH3:13])[CH3:12])=[O:9])[CH2:4][CH2:3]2)[CH2:17][CH2:16]1. (2) Given the reactants Br[C:2]1[C:3]([F:28])=[C:4]([N:8]2[CH:13]=[C:12]([O:14][CH3:15])[C:11](=[O:16])[C:10]([C:17]3[N:21]([C:22]4[CH:27]=[CH:26][CH:25]=[CH:24][CH:23]=4)[N:20]=[CH:19][CH:18]=3)=[N:9]2)[CH:5]=[CH:6][CH:7]=1.Cl.[F:30][C:31]1([F:36])[CH2:35][CH2:34][NH:33][CH2:32]1.CC([O-])(C)C.[Na+].CC1(C)C2C(=C(P(C3C=CC=CC=3)C3C=CC=CC=3)C=CC=2)OC2C(P(C3C=CC=CC=3)C3C=CC=CC=3)=CC=CC1=2, predict the reaction product. The product is: [F:30][C:31]1([F:36])[CH2:35][CH2:34][N:33]([C:2]2[C:3]([F:28])=[C:4]([N:8]3[CH:13]=[C:12]([O:14][CH3:15])[C:11](=[O:16])[C:10]([C:17]4[N:21]([C:22]5[CH:27]=[CH:26][CH:25]=[CH:24][CH:23]=5)[N:20]=[CH:19][CH:18]=4)=[N:9]3)[CH:5]=[CH:6][CH:7]=2)[CH2:32]1. (3) Given the reactants [CH3:1][N:2]1[CH:6]=[C:5](B2OC(C)(C)C(C)(C)O2)[CH:4]=[N:3]1.N1C2C(=CC=CC=2)C=C(B(O)O)C=1.Br[C:30]1[CH:38]=[CH:37][CH:36]=[C:35]2[C:31]=1[C:32]1([C:64]3[C:55](=[CH:56][C:57]4[O:62][CH2:61][CH2:60][O:59][C:58]=4[CH:63]=3)[O:54][CH2:53]1)[C:33](=[O:52])[N:34]2[CH:39](C1C=CC=CC=1)C1C=CC=CC=1, predict the reaction product. The product is: [CH3:39][N:34]1[C:35]2[C:31](=[C:30]([C:5]3[CH:4]=[N:3][N:2]([CH3:1])[CH:6]=3)[CH:38]=[CH:37][CH:36]=2)[C:32]2([C:64]3[C:55](=[CH:56][C:57]4[O:62][CH2:61][CH2:60][O:59][C:58]=4[CH:63]=3)[O:54][CH2:53]2)[C:33]1=[O:52]. (4) Given the reactants C([O-])([O-])=O.[K+].[K+].Cl[C:8]1[C:25]([O:26][CH3:27])=[C:24]([Cl:28])[C:23]([F:29])=[CH:22][C:9]=1[C:10]([C:12](=[CH:17][NH:18][CH:19]1[CH2:21][CH2:20]1)[C:13]([O:15][CH3:16])=[O:14])=[O:11], predict the reaction product. The product is: [CH:19]1([N:18]2[C:8]3[C:9](=[CH:22][C:23]([F:29])=[C:24]([Cl:28])[C:25]=3[O:26][CH3:27])[C:10](=[O:11])[C:12]([C:13]([O:15][CH3:16])=[O:14])=[CH:17]2)[CH2:21][CH2:20]1.